Dataset: Full USPTO retrosynthesis dataset with 1.9M reactions from patents (1976-2016). Task: Predict the reactants needed to synthesize the given product. (1) Given the product [F:19][C:2]1([F:1])[CH2:3][CH2:4][CH:5]([NH:8][C:9]2[N:18]=[CH:17][CH:16]=[CH:15][C:10]=2[C:11]([OH:13])=[O:12])[CH2:6][CH2:7]1, predict the reactants needed to synthesize it. The reactants are: [F:1][C:2]1([F:19])[CH2:7][CH2:6][CH:5]([NH:8][C:9]2[N:18]=[CH:17][CH:16]=[CH:15][C:10]=2[C:11]([O:13]C)=[O:12])[CH2:4][CH2:3]1.[OH-].[K+]. (2) The reactants are: [C:1]([NH:4][C:5]1[C:21]([N+:22]([O-])=O)=[CH:20][C:8]([O:9][CH2:10][CH2:11][C:12]([CH3:19])([CH3:18])[C:13]([O:15][CH2:16][CH3:17])=[O:14])=[CH:7][C:6]=1[CH3:25])(=O)[CH3:2]. Given the product [CH3:2][C:1]1[NH:22][C:21]2[CH:20]=[C:8]([O:9][CH2:10][CH2:11][C:12]([CH3:19])([CH3:18])[C:13]([O:15][CH2:16][CH3:17])=[O:14])[CH:7]=[C:6]([CH3:25])[C:5]=2[N:4]=1, predict the reactants needed to synthesize it. (3) Given the product [CH3:38][O:37][C:33]1[CH:32]=[C:29]([C:30]2[N:31]=[C:4]([OH:6])[C:3]3[CH:7]=[CH:8][CH:9]=[N:10][C:2]=3[CH:1]=2)[CH:28]=[C:27]([O:26][CH3:25])[C:34]=1[O:35][CH3:36], predict the reactants needed to synthesize it. The reactants are: [CH3:1][C:2]1[N:10]=[CH:9][CH:8]=[CH:7][C:3]=1[C:4]([OH:6])=O.C(O)C.C(=O)=O.C([N-]C(C)C)(C)C.[Li+].[CH3:25][O:26][C:27]1[CH:28]=[C:29]([CH:32]=[C:33]([O:37][CH3:38])[C:34]=1[O:35][CH3:36])[C:30]#[N:31].